This data is from Forward reaction prediction with 1.9M reactions from USPTO patents (1976-2016). The task is: Predict the product of the given reaction. (1) The product is: [CH2:13]([CH:12]([NH:11][C:8]1[CH:9]=[CH:10][C:5]([C:4]([OH:20])=[O:3])=[CH:6][C:7]=1[N+:17]([O-:19])=[O:18])[CH2:15][CH3:16])[CH3:14]. Given the reactants C([O:3][C:4](=[O:20])[C:5]1[CH:10]=[CH:9][C:8]([NH:11][CH:12]([CH2:15][CH3:16])[CH2:13][CH3:14])=[C:7]([N+:17]([O-:19])=[O:18])[CH:6]=1)C.C1COCC1.[OH-].[Na+].Cl, predict the reaction product. (2) Given the reactants [O:1]1[CH2:6][CH2:5][CH:4]([N:7]2[C:16]3[C:11](=[N:12][CH:13]=[C:14]([Sn](C)(C)C)[N:15]=3)[NH:10][C:9](=[O:21])[CH2:8]2)[CH2:3][CH2:2]1.Br[C:23]1[CH:24]=[CH:25][C:26]([C:29]2[N:33]=[CH:32][N:31]([CH:34]3[CH2:39][CH2:38][CH2:37][CH2:36][O:35]3)[N:30]=2)=[N:27][CH:28]=1.C1(C)C=CC=CC=1P(C1C=CC=CC=1C)C1C=CC=CC=1C.C(N(CC)CC)C, predict the reaction product. The product is: [O:35]1[CH2:36][CH2:37][CH2:38][CH2:39][CH:34]1[N:31]1[CH:32]=[N:33][C:29]([C:26]2[N:27]=[CH:28][C:23]([C:14]3[N:15]=[C:16]4[N:7]([CH:4]5[CH2:5][CH2:6][O:1][CH2:2][CH2:3]5)[CH2:8][C:9](=[O:21])[NH:10][C:11]4=[N:12][CH:13]=3)=[CH:24][CH:25]=2)=[N:30]1. (3) Given the reactants [CH3:1][O:2][CH2:3][CH2:4][O:5][C:6]1[CH:11]=[CH:10][N:9]2[C:12]([C:15]([NH:17][C:18]3[CH:26]=[CH:25][CH:24]=[C:23]4[C:19]=3[CH:20]=[N:21][N:22]4[CH2:27][C:28]3[CH:29]=[C:30]([CH:34]=[CH:35][CH:36]=3)[C:31](O)=[O:32])=[O:16])=[CH:13][N:14]=[C:8]2[CH:7]=1.C1C=CC2N(O)N=[N:43]C=2C=1.CCN=C=NCCCN(C)C.C(N(C(C)C)CC)(C)C.C(=O)([O-])[O-].[NH4+].[NH4+], predict the reaction product. The product is: [C:31]([C:30]1[CH:29]=[C:28]([CH:36]=[CH:35][CH:34]=1)[CH2:27][N:22]1[C:23]2[C:19](=[C:18]([NH:17][C:15]([C:12]3[N:9]4[CH:10]=[CH:11][C:6]([O:5][CH2:4][CH2:3][O:2][CH3:1])=[CH:7][C:8]4=[N:14][CH:13]=3)=[O:16])[CH:26]=[CH:25][CH:24]=2)[CH:20]=[N:21]1)(=[O:32])[NH2:43]. (4) The product is: [CH2:14]([O:13][CH:8]1[CH:7]([NH:6][C:5]([CH2:37][N:32]2[CH2:33][CH:34]=[CH:35][CH2:36][CH:30]([NH:29][C:27]([C:17]3[C:26]4[C:21](=[CH:22][CH:23]=[CH:24][CH:25]=4)[CH:20]=[CH:19][N:18]=3)=[O:28])[C:31]2=[O:41])=[O:16])[CH2:11][C:10](=[O:12])[O:9]1)[CH3:15]. Given the reactants C(O[C:5](=[O:16])[NH:6][CH:7]1[CH2:11][C:10](=[O:12])[O:9][CH:8]1[O:13][CH2:14][CH3:15])C=C.[C:17]1([C:27]([NH:29][CH:30]2[CH2:36][CH:35]=[CH:34][CH2:33][N:32]([CH2:37]C(O)=O)[C:31]2=[O:41])=[O:28])[C:26]2[C:21](=[CH:22][CH:23]=[CH:24][CH:25]=2)[CH:20]=[CH:19][N:18]=1.ON1C2C=CC=CC=2N=N1, predict the reaction product. (5) Given the reactants N12CCN(CC1)CC2.[CH3:9][N:10]([CH3:15])[S:11](Cl)(=[O:13])=[O:12].[Br:16][C:17]1[C:18]([CH3:22])=[N:19][NH:20][CH:21]=1, predict the reaction product. The product is: [CH3:9][N:10]([CH3:15])[S:11]([N:20]1[CH:21]=[C:17]([Br:16])[C:18]([CH3:22])=[N:19]1)(=[O:13])=[O:12].